Dataset: Full USPTO retrosynthesis dataset with 1.9M reactions from patents (1976-2016). Task: Predict the reactants needed to synthesize the given product. Given the product [CH3:28][C:3]1[C:4]2[C:9](=[CH:8][C:7]([CH2:10][C:11]([NH:13][C@@H:14]([C:16]3[CH:21]=[CH:20][C:19]([O:22][CH2:23][C:24]([F:25])([F:27])[F:26])=[CH:18][N:17]=3)[CH3:15])=[O:12])=[CH:6][CH:5]=2)[NH:1][CH:2]=1, predict the reactants needed to synthesize it. The reactants are: [NH:1]1[C:9]2[C:4](=[CH:5][CH:6]=[C:7]([CH2:10][C:11]([NH:13][C@@H:14]([C:16]3[CH:21]=[CH:20][C:19]([O:22][CH2:23][C:24]([F:27])([F:26])[F:25])=[CH:18][N:17]=3)[CH3:15])=[O:12])[CH:8]=2)[CH:3]=[CH:2]1.[CH2:28]([Mg]Br)C.IC.